This data is from Full USPTO retrosynthesis dataset with 1.9M reactions from patents (1976-2016). The task is: Predict the reactants needed to synthesize the given product. (1) Given the product [Cl:8][C:5]1[N:4]=[N:3][C:2]([O:17][C:12]2[CH:13]=[CH:14][C:15]([Cl:16])=[C:10]([Cl:9])[CH:11]=2)=[CH:7][CH:6]=1, predict the reactants needed to synthesize it. The reactants are: Cl[C:2]1[N:3]=[N:4][C:5]([Cl:8])=[CH:6][CH:7]=1.[Cl:9][C:10]1[CH:11]=[C:12]([OH:17])[CH:13]=[CH:14][C:15]=1[Cl:16].[OH-].[K+].CCCCCCC. (2) Given the product [Cl:10][C:11]1[C:16]2[O:17][C:18]3[C:27]([CH3:28])=[CH:26][C:25]([C:29]([OH:31])=[O:30])=[CH:24][C:19]=3[S:20](=[O:23])(=[O:22])[CH2:21][C:15]=2[CH:14]=[C:13]([S:32](=[O:33])(=[O:34])[NH:1][C:2]2[S:3][C:4]([CH:7]3[CH2:9][CH2:8]3)=[N:5][N:6]=2)[CH:12]=1, predict the reactants needed to synthesize it. The reactants are: [NH2:1][C:2]1[S:3][C:4]([CH:7]2[CH2:9][CH2:8]2)=[N:5][N:6]=1.[Cl:10][C:11]1[C:16]2[O:17][C:18]3[C:27]([CH3:28])=[CH:26][C:25]([C:29]([OH:31])=[O:30])=[CH:24][C:19]=3[S:20](=[O:23])(=[O:22])[CH2:21][C:15]=2[CH:14]=[C:13]([S:32](Cl)(=[O:34])=[O:33])[CH:12]=1.N1C=CC=CC=1. (3) Given the product [Cl:26][C:11]1[C:10]2=[N:9][N:8]([CH2:7][C:6]3[CH:22]=[CH:23][C:3]([O:2][CH3:1])=[CH:4][CH:5]=3)[CH:20]=[C:19]2[C:18]2[CH:17]=[CH:16][CH:15]=[CH:14][C:13]=2[N:12]=1, predict the reactants needed to synthesize it. The reactants are: [CH3:1][O:2][C:3]1[CH:23]=[CH:22][C:6]([CH2:7][N:8]2[CH:20]=[C:19]3[C:10]([C:11](=O)[NH:12][C:13]4[CH:14]=[CH:15][CH:16]=[CH:17][C:18]=43)=[N:9]2)=[CH:5][CH:4]=1.O=P(Cl)(Cl)[Cl:26]. (4) Given the product [Br:14][CH2:1][CH2:2][CH2:3][CH2:4][CH2:5][CH2:6][CH2:7][CH2:8][CH2:9][C:10]#[CH:11], predict the reactants needed to synthesize it. The reactants are: [CH2:1](O)[CH2:2][CH2:3][CH2:4][CH2:5][CH2:6][CH2:7][CH2:8][CH2:9][C:10]#[CH:11].C(Br)(Br)(Br)[Br:14].C1(P(C2C=CC=CC=2)C2C=CC=CC=2)C=CC=CC=1.C1CCCCC1. (5) The reactants are: [F:1][C:2]1[CH:12]=[CH:11][C:5]2[NH:6][C:7](=[O:10])[CH2:8][O:9][C:4]=2[CH:3]=1.Br[CH2:14][C@@H:15]([CH3:25])[CH2:16][O:17][Si:18]([C:21]([CH3:24])([CH3:23])[CH3:22])([CH3:20])[CH3:19].C([O-])([O-])=O.[Cs+].[Cs+]. Given the product [Si:18]([O:17][CH2:16][C@@H:15]([CH3:25])[CH2:14][N:6]1[C:5]2[CH:11]=[CH:12][C:2]([F:1])=[CH:3][C:4]=2[O:9][CH2:8][C:7]1=[O:10])([C:21]([CH3:22])([CH3:23])[CH3:24])([CH3:19])[CH3:20], predict the reactants needed to synthesize it. (6) Given the product [Cl:23][C:24]1[CH:25]=[CH:26][C:27]([C:30]([NH:1][C:2]2[CH:7]=[C:6]([C@:8]3([CH3:20])[C:14]([F:15])([F:16])[C:13]([CH3:17])([CH3:18])[O:12][CH2:11][C:10](=[S:19])[NH:9]3)[C:5]([F:21])=[CH:4][C:3]=2[F:22])=[O:31])=[N:28][CH:29]=1, predict the reactants needed to synthesize it. The reactants are: [NH2:1][C:2]1[C:3]([F:22])=[CH:4][C:5]([F:21])=[C:6]([C@:8]2([CH3:20])[C:14]([F:16])([F:15])[C:13]([CH3:18])([CH3:17])[O:12][CH2:11][C:10](=[S:19])[NH:9]2)[CH:7]=1.[Cl:23][C:24]1[CH:25]=[CH:26][C:27]([C:30](O)=[O:31])=[N:28][CH:29]=1. (7) Given the product [C:29]([O:28][C:26]([N:8]([C:6]([O:5][C:1]([CH3:4])([CH3:2])[CH3:3])=[O:7])[C:9]1[CH:10]=[CH:11][C:12]2[C:21]3=[CH:25][CH:24]=[N:23][N:22]3[CH2:20][CH:19]([OH:37])[C:13]=2[C:14]=1[C:15]([O:17][CH3:18])=[O:16])=[O:27])([CH3:32])([CH3:31])[CH3:30], predict the reactants needed to synthesize it. The reactants are: [C:1]([O:5][C:6]([N:8]([C:26]([O:28][C:29]([CH3:32])([CH3:31])[CH3:30])=[O:27])[C:9]1[C:14]([C:15]([O:17][CH3:18])=[O:16])=[C:13]([CH:19]=[CH2:20])[C:12]([C:21]2[NH:22][N:23]=[CH:24][CH:25]=2)=[CH:11][CH:10]=1)=[O:7])([CH3:4])([CH3:3])[CH3:2].C[N+]1([O-])CC[O:37]CC1.ClC1C=CC=C(C(OO)=O)C=1.